From a dataset of Forward reaction prediction with 1.9M reactions from USPTO patents (1976-2016). Predict the product of the given reaction. (1) Given the reactants C(OC([N:11]1[CH2:22][CH2:21][N:20]2[CH2:23][CH2:24][CH2:25][N:14]([CH2:15][CH2:16][N:17](C(OCC3C=CC=CC=3)=O)[CH2:18][CH2:19]2)[CH2:13][CH2:12]1)=O)C1C=CC=CC=1, predict the reaction product. The product is: [N:14]12[CH2:25][CH2:24][CH2:23][N:20]([CH2:21][CH2:22][NH:11][CH2:12][CH2:13]1)[CH2:19][CH2:18][NH:17][CH2:16][CH2:15]2. (2) Given the reactants [Cl:1][C:2]1[CH:7]=[CH:6][C:5]([C:8]2([CH:11]=[N:12][OH:13])[CH2:10][CH2:9]2)=[CH:4][CH:3]=1.ClN1C(=O)CCC1=O.[CH2:22]=[C:23]1[CH2:27][CH2:26][N:25]([C:28]([O:30][C:31]([CH3:34])([CH3:33])[CH3:32])=[O:29])[CH2:24]1.C(O)(C(F)(F)F)=O, predict the reaction product. The product is: [Cl:1][C:2]1[CH:3]=[CH:4][C:5]([C:8]2([C:11]3[CH2:22][C:23]4([CH2:27][CH2:26][N:25]([C:28]([O:30][C:31]([CH3:32])([CH3:34])[CH3:33])=[O:29])[CH2:24]4)[O:13][N:12]=3)[CH2:9][CH2:10]2)=[CH:6][CH:7]=1. (3) Given the reactants [NH2:1][C:2]1[CH:3]=[CH:4][C:5]2[C:11]([CH3:13])([CH3:12])[CH2:10][CH2:9][C:8](=[O:14])[NH:7][C:6]=2[CH:15]=1.Cl[C:17]1[N:22]=[C:21]([NH:23][C:24]2[C:29]([S:30]([CH:33]([CH3:35])[CH3:34])(=[O:32])=[O:31])=[CH:28][CH:27]=[CH:26][C:25]=2[F:36])[C:20]([Cl:37])=[CH:19][N:18]=1, predict the reaction product. The product is: [Cl:37][C:20]1[C:21]([NH:23][C:24]2[C:29]([S:30]([CH:33]([CH3:34])[CH3:35])(=[O:32])=[O:31])=[CH:28][CH:27]=[CH:26][C:25]=2[F:36])=[N:22][C:17]([NH:1][C:2]2[CH:3]=[CH:4][C:5]3[C:11]([CH3:12])([CH3:13])[CH2:10][CH2:9][C:8](=[O:14])[NH:7][C:6]=3[CH:15]=2)=[N:18][CH:19]=1. (4) Given the reactants [CH2:1]([O:3][CH:4]([O:7][CH2:8][CH3:9])[C:5]#[N:6])[CH3:2].C[O-].[Na+].[C:13](=O)=[O:14].C(=O)([O-])[O-].[Na+].[Na+], predict the reaction product. The product is: [CH2:1]([O:3][CH:4]([O:7][CH2:8][CH3:9])[C:5](=[NH:6])[O:14][CH3:13])[CH3:2]. (5) Given the reactants O.[OH-].[Li+].[CH3:4][O:5][CH2:6][CH2:7][O:8][CH2:9][C@@H:10]([C:37]([O:39]C)=[O:38])[NH:11][C:12]([C:14]1[C:23]([NH:24][C:25]([NH:27][C:28]2[C:33]([CH3:34])=[CH:32][C:31]([CH3:35])=[CH:30][C:29]=2[CH3:36])=[O:26])=[CH:22][C:21]2[C:16](=[CH:17][CH:18]=[CH:19][CH:20]=2)[CH:15]=1)=[O:13].O.Cl, predict the reaction product. The product is: [CH3:4][O:5][CH2:6][CH2:7][O:8][CH2:9][C@@H:10]([C:37]([OH:39])=[O:38])[NH:11][C:12]([C:14]1[C:23]([NH:24][C:25]([NH:27][C:28]2[C:29]([CH3:36])=[CH:30][C:31]([CH3:35])=[CH:32][C:33]=2[CH3:34])=[O:26])=[CH:22][C:21]2[C:16](=[CH:17][CH:18]=[CH:19][CH:20]=2)[CH:15]=1)=[O:13]. (6) Given the reactants P(Cl)(Cl)([Cl:3])=O.[OH:6][C:7]1[N:11]([CH3:12])[N:10]=[C:9]([C:13]2[CH:18]=[CH:17][C:16]([O:19][CH:20]([CH3:22])[CH3:21])=[C:15]([CH3:23])[CH:14]=2)[CH:8]=1.[CH3:24][N:25]([CH3:28])[CH:26]=[O:27], predict the reaction product. The product is: [Cl:3][C:7]1[N:11]([CH3:12])[N:10]=[C:9]([C:13]2[CH:18]=[CH:17][C:16]([O:19][CH:20]([CH3:22])[CH3:21])=[C:15]([CH3:23])[CH:14]=2)[C:8]=1[CH:26]=[O:27].[CH3:23][C:15]1[CH:14]=[C:13]([C:9]2[C:8]([CH:7]=[O:6])=[C:28]([Cl:3])[N:25]([CH3:24])[N:10]=2)[CH:18]=[CH:17][C:16]=1[OH:19].[CH:26]([C:8]1[C:9]([C:13]2[CH:18]=[CH:17][C:16]([O:19][CH:20]([CH3:21])[CH3:22])=[C:15]([CH3:23])[CH:14]=2)=[N:10][N:11]([CH3:12])[C:7]=1[OH:6])=[O:27]. (7) Given the reactants [CH3:1][O:2][CH2:3][C:4]([CH3:11])([CH3:10])[C:5](=O)[CH2:6][C:7]#[N:8].C(C1C=C(N)[O:17][N:16]=1)(C)C, predict the reaction product. The product is: [CH3:1][O:2][CH2:3][C:4]([C:5]1[CH:6]=[C:7]([NH2:8])[O:17][N:16]=1)([CH3:11])[CH3:10]. (8) Given the reactants [C:1]([O-:4])([O-:3])=[O:2].[K+].[K+].[CH2:7](O)[CH2:8][CH2:9][CH3:10].COCCOCCOCCO[CH2:23][CH2:24]OC.Cl[C:28](Cl)(Cl)[C:29](C(Cl)(Cl)Cl)=O, predict the reaction product. The product is: [C:1](=[O:4])([O:3][CH2:28][CH2:29][CH2:23][CH3:24])[O:2][CH2:7][CH2:8][CH2:9][CH3:10]. (9) Given the reactants [F:1][C:2]1[CH:3]=[C:4]([CH:17]=[CH:18][CH:19]=1)[CH2:5][NH:6][C:7]([NH:9][C:10]1[S:11][CH:12]=[C:13]([CH2:15]O)[N:14]=1)=[O:8].[NH2:20][C:21]1SC=C(COC(=O)C)N=1.FC1C=C(C=CC=1)[CH2:35][N:36]=C=O.[OH-].[Na+], predict the reaction product. The product is: [C:21]([CH:15]([NH:36][CH3:35])[C:13]1[N:14]=[C:10]([NH:9][C:7]([NH:6][CH2:5][C:4]2[CH:17]=[CH:18][CH:19]=[C:2]([F:1])[CH:3]=2)=[O:8])[S:11][CH:12]=1)#[N:20].